Dataset: Catalyst prediction with 721,799 reactions and 888 catalyst types from USPTO. Task: Predict which catalyst facilitates the given reaction. Reactant: [F:1][C:2]1[CH:3]=[C:4]([C:8]2[C:13]([C:14]3[CH:19]=[CH:18][N:17]=[CH:16][CH:15]=3)=[CH:12][C:11]([N+:20]([O-])=O)=[C:10]([NH2:23])[N:9]=2)[CH:5]=[CH:6][CH:7]=1. Product: [F:1][C:2]1[CH:3]=[C:4]([C:8]2[C:13]([C:14]3[CH:19]=[CH:18][N:17]=[CH:16][CH:15]=3)=[CH:12][C:11]([NH2:20])=[C:10]([NH2:23])[N:9]=2)[CH:5]=[CH:6][CH:7]=1. The catalyst class is: 63.